Dataset: TCR-epitope binding with 47,182 pairs between 192 epitopes and 23,139 TCRs. Task: Binary Classification. Given a T-cell receptor sequence (or CDR3 region) and an epitope sequence, predict whether binding occurs between them. The epitope is AVFDRKSDAK. The TCR CDR3 sequence is CASSDSTGDSGANVLTF. Result: 0 (the TCR does not bind to the epitope).